Dataset: Full USPTO retrosynthesis dataset with 1.9M reactions from patents (1976-2016). Task: Predict the reactants needed to synthesize the given product. (1) Given the product [O:24]=[S:16]1(=[O:25])[C:17]2[CH:23]=[CH:22][CH:21]=[CH:20][C:18]=2[CH2:19][N:13]([C:4]2[CH:3]=[C:2]([NH:31][C:27]([CH3:30])([CH3:26])[CH2:28][NH2:29])[C:11]3[C:6](=[CH:7][CH:8]=[C:9]([CH3:12])[CH:10]=3)[N:5]=2)[CH2:14][CH2:15]1, predict the reactants needed to synthesize it. The reactants are: Cl[C:2]1[C:11]2[C:6](=[CH:7][CH:8]=[C:9]([CH3:12])[CH:10]=2)[N:5]=[C:4]([N:13]2[CH2:19][C:18]3[CH:20]=[CH:21][CH:22]=[CH:23][C:17]=3[S:16](=[O:25])(=[O:24])[CH2:15][CH2:14]2)[CH:3]=1.[CH3:26][C:27]([NH2:31])([CH3:30])[CH2:28][NH2:29]. (2) Given the product [CH2:1]([CH:3]([C:6]1[C:7]2[N:8]([C:13]([C:17]3[S:21][C:20]([NH2:24])=[N:19][C:18]=3[CH3:23])=[C:14]([CH3:16])[N:15]=2)[N:9]=[C:10]([CH3:12])[CH:11]=1)[CH2:4][CH3:5])[CH3:2], predict the reactants needed to synthesize it. The reactants are: [CH2:1]([CH:3]([C:6]1[C:7]2[N:8]([C:13]([C:17]3[S:21][C:20](Br)=[N:19][C:18]=3[CH3:23])=[C:14]([CH3:16])[N:15]=2)[N:9]=[C:10]([CH3:12])[CH:11]=1)[CH2:4][CH3:5])[CH3:2].[NH3:24]. (3) Given the product [N+:8]([C:3]1[CH:4]=[CH:5][CH:6]=[CH:7][C:2]=1[NH:14][CH:11]([CH3:13])[CH3:12])([O-:10])=[O:9], predict the reactants needed to synthesize it. The reactants are: F[C:2]1[CH:7]=[CH:6][CH:5]=[CH:4][C:3]=1[N+:8]([O-:10])=[O:9].[CH:11]([NH2:14])([CH3:13])[CH3:12].CCN(C(C)C)C(C)C. (4) Given the product [F:20][C:21]([F:34])([F:33])[S:22]([O:1][C:2]1[CH:3]=[CH:4][C:5]([CH:8]2[CH2:13][CH2:12][CH2:11][CH:10]([CH2:14][C:15]([O:17][CH2:18][CH3:19])=[O:16])[CH2:9]2)=[CH:6][CH:7]=1)(=[O:24])=[O:23], predict the reactants needed to synthesize it. The reactants are: [OH:1][C:2]1[CH:7]=[CH:6][C:5]([CH:8]2[CH2:13][CH2:12][CH2:11][CH:10]([CH2:14][C:15]([O:17][CH2:18][CH3:19])=[O:16])[CH2:9]2)=[CH:4][CH:3]=1.[F:20][C:21]([F:34])([F:33])[S:22](O[S:22]([C:21]([F:34])([F:33])[F:20])(=[O:24])=[O:23])(=[O:24])=[O:23].C(N(CC)CC)C.C(=O)([O-])O.[Na+]. (5) Given the product [OH:13][CH2:14][CH2:15][C:16]1([CH2:12][OH:11])[CH2:21][CH2:20][N:19]([C:22]([O:24][C:25]([CH3:26])([CH3:28])[CH3:27])=[O:23])[CH2:18][CH2:17]1, predict the reactants needed to synthesize it. The reactants are: [H-].C([Al+]CC(C)C)C(C)C.[O:11]=[C:12]1[C:16]2([CH2:21][CH2:20][N:19]([C:22]([O:24][C:25]([CH3:28])([CH3:27])[CH3:26])=[O:23])[CH2:18][CH2:17]2)[CH2:15][CH2:14][O:13]1.O. (6) Given the product [CH:7]1[C:6]2[CH:5]([CH2:4][O:3][C:1]([NH:18][C@@H:19]([C:23]([O:25][C@H:64](/[CH:65]=[CH:66]/[CH2:67][CH2:68][S:69][C:70]([C:71]3[CH:76]=[CH:75][CH:74]=[CH:73][CH:72]=3)([C:83]3[CH:84]=[CH:85][CH:86]=[CH:87][CH:88]=3)[C:77]3[CH:82]=[CH:81][CH:80]=[CH:79][CH:78]=3)[CH2:63][C:62]([NH:61][CH2:60][C:56]3[CH:57]=[CH:58][CH:59]=[C:54]([CH2:53][N:42]([CH2:41][C:40]4[CH:39]=[CH:38][C:37]([Cl:36])=[CH:92][CH:91]=4)[CH2:43][C:44](=[O:45])[O:46][CH2:47][CH2:48][Si:49]([CH3:52])([CH3:50])[CH3:51])[N:55]=3)=[O:90])=[O:24])[CH:20]([CH3:21])[CH3:22])=[O:2])[C:17]3[C:12](=[CH:13][CH:14]=[CH:15][CH:16]=3)[C:11]=2[CH:10]=[CH:9][CH:8]=1, predict the reactants needed to synthesize it. The reactants are: [C:1]([NH:18][C@H:19]([C:23]([OH:25])=[O:24])[CH:20]([CH3:22])[CH3:21])([O:3][CH2:4][CH:5]1[C:17]2[C:12](=[CH:13][CH:14]=[CH:15][CH:16]=2)[C:11]2[C:6]1=[CH:7][CH:8]=[CH:9][CH:10]=2)=[O:2].CCN(C(C)C)C(C)C.[Cl-].[Cl:36][C:37]1[CH:92]=[CH:91][C:40]([CH2:41][N:42]([CH2:53][C:54]2[CH:59]=[CH:58][CH:57]=[C:56]([CH2:60][NH:61][C:62](=[O:90])[CH2:63][C@H:64](O)/[CH:65]=[CH:66]/[CH2:67][CH2:68][S:69][C:70]([C:83]3[CH:88]=[CH:87][CH:86]=[CH:85][CH:84]=3)([C:77]3[CH:82]=[CH:81][CH:80]=[CH:79][CH:78]=3)[C:71]3[CH:76]=[CH:75][CH:74]=[CH:73][CH:72]=3)[N:55]=2)[CH2:43][C:44]([O:46][CH2:47][CH2:48][Si:49]([CH3:52])([CH3:51])[CH3:50])=[O:45])=[CH:39][CH:38]=1. (7) The reactants are: C([SiH](CC)CC)C.[CH3:8][O:9][C:10]1[CH:15]=[CH:14][CH:13]=[CH:12][C:11]=1[CH:16]=[N:17][NH:18][C:19](=[O:26])[C:20]1[CH:25]=[CH:24][CH:23]=[CH:22][CH:21]=1.Cl. Given the product [CH3:8][O:9][C:10]1[CH:15]=[CH:14][CH:13]=[CH:12][C:11]=1[CH2:16][NH:17][NH:18][C:19](=[O:26])[C:20]1[CH:25]=[CH:24][CH:23]=[CH:22][CH:21]=1, predict the reactants needed to synthesize it.